From a dataset of CYP2C9 inhibition data for predicting drug metabolism from PubChem BioAssay. Regression/Classification. Given a drug SMILES string, predict its absorption, distribution, metabolism, or excretion properties. Task type varies by dataset: regression for continuous measurements (e.g., permeability, clearance, half-life) or binary classification for categorical outcomes (e.g., BBB penetration, CYP inhibition). Dataset: cyp2c9_veith. (1) The molecule is COCCNc1ncnc2ccc(-c3cccnc3)cc12. The result is 0 (non-inhibitor). (2) The drug is COc1ccc(/C=C(\C#N)C(N)=O)cc1OC. The result is 0 (non-inhibitor). (3) The compound is Cc1nc(NC(=O)c2ccccc2)sc1-c1csc(Nc2ccc(Cl)cc2Cl)n1. The result is 0 (non-inhibitor). (4) The drug is COc1cc2c(cc1OC)CN(C(=S)Nc1ccccc1)CC2. The result is 1 (inhibitor). (5) The compound is CC1(C)CC(=O)C([C@H]2C3=C(CC(C)(C)CC3=O)Oc3ccccc32)C(=O)C1. The result is 1 (inhibitor). (6) The compound is CC[C@H](CC[C@H](C)[C@@H]1CC[C@@H]2[C@H]3CC=C4C[C@@H](O)CC[C@]4(C)[C@H]3CC[C@@]12C)C(C)C. The result is 0 (non-inhibitor). (7) The molecule is CCNCC.O=S(=O)(O)c1cc(O)ccc1O. The result is 0 (non-inhibitor).